From a dataset of Full USPTO retrosynthesis dataset with 1.9M reactions from patents (1976-2016). Predict the reactants needed to synthesize the given product. (1) Given the product [C:1]([C:5]1[O:9][N:8]=[C:7]([C:10]2[CH:15]=[C:14]([O:30][CH:27]3[CH2:28][CH2:29][O:24][CH2:25][CH2:26]3)[C:13]([C:17]3([F:21])[CH2:20][O:19][CH2:18]3)=[CH:12][N:11]=2)[N:6]=1)([CH3:4])([CH3:3])[CH3:2], predict the reactants needed to synthesize it. The reactants are: [C:1]([C:5]1[O:9][N:8]=[C:7]([C:10]2[CH:15]=[C:14](Cl)[C:13]([C:17]3([F:21])[CH2:20][O:19][CH2:18]3)=[CH:12][N:11]=2)[N:6]=1)([CH3:4])([CH3:3])[CH3:2].[H-].[Na+].[O:24]1[CH2:29][CH2:28][CH:27]([OH:30])[CH2:26][CH2:25]1. (2) Given the product [CH3:72][O:73][C:74]1[CH:82]=[C:81]([O:83][CH3:84])[CH:80]=[CH:79][C:75]=1[CH2:76][N:77]([CH3:78])[C:2]1[CH:7]=[CH:6][C:5]([S:8]([NH:11][C:12]2[S:13][CH:14]=[CH:15][N:16]=2)(=[O:10])=[O:9])=[C:4]([F:17])[CH:3]=1, predict the reactants needed to synthesize it. The reactants are: Br[C:2]1[CH:7]=[CH:6][C:5]([S:8]([NH:11][C:12]2[S:13][CH:14]=[CH:15][N:16]=2)(=[O:10])=[O:9])=[C:4]([F:17])[CH:3]=1.CC(C)([O-])C.[Na+].CC1(C)C2C=CC=C(P(C3C=CC=CC=3)C3C=CC=CC=3)C=2OC2C1=CC=CC=2P(C1C=CC=CC=1)C1C=CC=CC=1.O1CCOCC1.[CH3:72][O:73][C:74]1[CH:82]=[C:81]([O:83][CH3:84])[CH:80]=[CH:79][C:75]=1[CH2:76][NH:77][CH3:78].